This data is from Full USPTO retrosynthesis dataset with 1.9M reactions from patents (1976-2016). The task is: Predict the reactants needed to synthesize the given product. (1) Given the product [F:34][C:33]([F:36])([F:35])[C:31]1[CH:30]=[CH:29][N:28]=[C:27]([C:9]2[CH:10]=[N:11][N:12]3[CH2:17][CH2:16][N:15]([C:18]([O:20][C:21]([CH3:22])([CH3:23])[CH3:24])=[O:19])[CH2:14][C:13]=23)[CH:32]=1, predict the reactants needed to synthesize it. The reactants are: CC1(C)C(C)(C)OB([C:9]2[CH:10]=[N:11][N:12]3[CH2:17][CH2:16][N:15]([C:18]([O:20][C:21]([CH3:24])([CH3:23])[CH3:22])=[O:19])[CH2:14][C:13]=23)O1.Cl[C:27]1[CH:32]=[C:31]([C:33]([F:36])([F:35])[F:34])[CH:30]=[CH:29][N:28]=1.C([O-])([O-])=O.[K+].[K+]. (2) The reactants are: [CH2:1]([C@@:4]1(C)[CH2:9][C@H:8]([C:10]2[CH:15]=[C:14]([F:16])[CH:13]=[C:12]([Cl:17])[CH:11]=2)[C@@H:7]([C:18]2[CH:23]=[CH:22][C:21]([Cl:24])=[CH:20][CH:19]=2)[N:6]([C@@H:25]([CH2:31][CH3:32])[CH2:26][S:27]([CH3:30])(=[O:29])=[O:28])[C:5]1=[O:33])C=C.O.I([O-])(=O)(=O)=O.[Na+].CC[O:44][C:45]([CH3:47])=[O:46]. Given the product [Cl:17][C:12]1[CH:11]=[C:10]([C@@H:8]2[C@@H:7]([C:18]3[CH:19]=[CH:20][C:21]([Cl:24])=[CH:22][CH:23]=3)[N:6]([C@@H:25]([CH2:31][CH3:32])[CH2:26][S:27]([CH3:30])(=[O:28])=[O:29])[C:5](=[O:33])[C@:4]([CH2:47][C:45]([OH:44])=[O:46])([CH3:1])[CH2:9]2)[CH:15]=[C:14]([F:16])[CH:13]=1, predict the reactants needed to synthesize it. (3) Given the product [Cl:1][C:2]1[CH:11]=[C:10]([Cl:12])[CH:9]=[CH:8][C:3]=1[C:4]1[N:15]([CH3:14])[C:16]([CH2:17][CH2:18][CH2:19][CH:20]=[CH2:21])=[N:7][N:6]=1, predict the reactants needed to synthesize it. The reactants are: [Cl:1][C:2]1[CH:11]=[C:10]([Cl:12])[CH:9]=[CH:8][C:3]=1[C:4]([NH:6][NH2:7])=O.Cl.[CH3:14][NH:15][C:16](=NC)[CH2:17][CH2:18][CH2:19][CH:20]=[CH2:21]. (4) Given the product [F:14][C:15]1[CH:20]=[C:19]([F:21])[CH:18]=[CH:17][C:16]=1[CH:22]([F:43])[CH:23]1[CH2:28][CH2:27][N:26]([C:29]2[N:30]=[C:31]3[CH2:42][CH2:41][N:40]([C:3]([N:2]([CH3:6])[CH3:1])=[O:4])[CH2:39][C:32]3=[N:33][C:34]=2[NH:35][CH:36]([CH3:38])[CH3:37])[CH2:25][CH2:24]1.[C:8]([OH:9])([C:10]([F:13])([F:12])[F:11])=[O:7], predict the reactants needed to synthesize it. The reactants are: [CH3:1][N:2]([CH3:6])[C:3](Cl)=[O:4].[OH:7][C:8]([C:10]([F:13])([F:12])[F:11])=[O:9].[F:14][C:15]1[CH:20]=[C:19]([F:21])[CH:18]=[CH:17][C:16]=1[CH:22]([F:43])[CH:23]1[CH2:28][CH2:27][N:26]([C:29]2[N:30]=[C:31]3[CH2:42][CH2:41][NH:40][CH2:39][C:32]3=[N:33][C:34]=2[NH:35][CH:36]([CH3:38])[CH3:37])[CH2:25][CH2:24]1.C(N(CC)CC)C. (5) Given the product [F:1][C:2]1[CH:10]=[CH:9][C:8]([CH2:11][C:12]2[C:21]3[CH2:20][CH2:19][CH2:18][CH2:17][C:16]=3[C:15](=[O:22])[NH:14][N:13]=2)=[CH:7][C:3]=1[C:4]([N:32]1[CH2:33][CH2:34][CH:29]([O:28][CH2:27][CH2:26][O:25][CH3:24])[CH2:30][CH2:31]1)=[O:6], predict the reactants needed to synthesize it. The reactants are: [F:1][C:2]1[CH:10]=[CH:9][C:8]([CH2:11][C:12]2[C:21]3[CH2:20][CH2:19][CH2:18][CH2:17][C:16]=3[C:15](=[O:22])[NH:14][N:13]=2)=[CH:7][C:3]=1[C:4]([OH:6])=O.Cl.[CH3:24][O:25][CH2:26][CH2:27][O:28][CH:29]1[CH2:34][CH2:33][NH:32][CH2:31][CH2:30]1.C(N(CC)CC)C.F[P-](F)(F)(F)(F)F.N1(OC(N(C)C)=[N+](C)C)C2C=CC=CC=2N=N1. (6) Given the product [F:1][C:2]1[N:7]=[C:6]([C:16]2[CH:21]=[CH:20][CH:19]=[CH:18][N:17]=2)[C:5]([O:9][CH3:10])=[CH:4][CH:3]=1, predict the reactants needed to synthesize it. The reactants are: [F:1][C:2]1[N:7]=[C:6](I)[C:5]([O:9][CH3:10])=[CH:4][CH:3]=1.C([Sn](CCCC)(CCCC)[C:16]1[CH:21]=[CH:20][CH:19]=[CH:18][N:17]=1)CCC. (7) Given the product [CH3:22][O:23][C:2]1[N:15]=[C:14]([O:16][CH2:17][C:18]([F:21])([F:20])[F:19])[CH:13]=[CH:12][C:3]=1[C:4]([O:6][CH3:7])=[O:5], predict the reactants needed to synthesize it. The reactants are: Cl[C:2]1[N:15]=[C:14]([O:16][CH2:17][C:18]([F:21])([F:20])[F:19])[CH:13]=[CH:12][C:3]=1[C:4]([O:6][CH2:7]C(F)(F)F)=[O:5].[CH3:22][O-:23].[Na+].[Cl-].[NH4+]. (8) Given the product [Cl:1][C:2]1[CH:3]=[C:4]([CH:8]2[C:15]3[CH:14]=[C:13]([C:16]([OH:18])=[O:17])[NH:12][C:11]=3[CH2:10][CH2:9]2)[CH:5]=[CH:6][CH:7]=1, predict the reactants needed to synthesize it. The reactants are: [Cl:1][C:2]1[CH:3]=[C:4]([CH:8]2[C:15]3[CH:14]=[C:13]([C:16]([O:18]C)=[O:17])[NH:12][C:11]=3[CH2:10][CH2:9]2)[CH:5]=[CH:6][CH:7]=1.[OH-].[Li+].C1COCC1.